This data is from Forward reaction prediction with 1.9M reactions from USPTO patents (1976-2016). The task is: Predict the product of the given reaction. Given the reactants [CH3:1][C:2]([Si:5]([C:32]1[CH:37]=[CH:36][CH:35]=[CH:34][CH:33]=1)([C:26]1[CH:31]=[CH:30][CH:29]=[CH:28][CH:27]=1)[O:6][C:7]1[CH:8]=[CH:9][C:10]2[N:14]=[CH:13][N:12]([C:15]3[S:19][C:18]([C:20]([O:22][CH3:23])=[O:21])=[C:17]([OH:24])[CH:16]=3)[C:11]=2[CH:25]=1)([CH3:4])[CH3:3].CC([Si](C1C=CC=CC=1)(C1C=CC=CC=1)OC1C=CC2N(C3SC(C(OC)=O)=C(O)C=3)C=NC=2C=1)(C)C.[F:75][C:76]([F:86])([F:85])[C:77]1[CH:84]=[CH:83][CH:82]=[CH:81][C:78]=1[CH2:79][OH:80].N(C(OC(C)(C)C)=O)=NC(OC(C)(C)C)=O, predict the reaction product. The product is: [F:75][C:76]([F:85])([F:86])[C:77]1[CH:84]=[CH:83][CH:82]=[CH:81][C:78]=1[CH2:79][O:24][C:17]1[CH:16]=[CH:15][S:19][C:18]=1[C:20]([O-:22])=[O:21].[CH3:4][C:2]([Si:5]([C:26]1[CH:31]=[CH:30][CH:29]=[CH:28][CH:27]=1)([C:32]1[CH:33]=[CH:34][CH:35]=[CH:36][CH:37]=1)[O:6][C:7]1[CH:8]=[CH:9][C:10]2[N:14]=[CH:13][N:12]([C:15]3[S:19][C:18]([C:20]([O:22][CH3:23])=[O:21])=[C:17]([O:80][CH2:79][C:78]4[CH:81]=[CH:82][CH:83]=[CH:84][C:77]=4[C:76]([F:85])([F:86])[F:75])[CH:16]=3)[C:11]=2[CH:25]=1)([CH3:1])[CH3:3].